Task: Predict the product of the given reaction.. Dataset: Forward reaction prediction with 1.9M reactions from USPTO patents (1976-2016) (1) Given the reactants [CH:1]1[CH:6]=[C:5]2[C:7]3[N-:34][C:33]([C:4]2=[CH:3][CH:2]=1)=[N:32][C:30]1=[N:31][C:23]([C:24]2[C:29]1=[CH:28][CH:27]=[CH:26][CH:25]=2)=[N:22][C:20]1[N-:21][C:13](=[C:14]2[C:19]=1[CH:18]=[CH:17][CH:16]=[CH:15]2)[N:12]=[C:11]1[C:35]2[C:40]([C:9](=[N:10]1)[N:8]=3)=[CH:39][CH:38]=[CH:37][CH:36]=2.[Mg+2], predict the reaction product. The product is: [CH:37]1[CH:38]=[CH:39][C:40]2[C:35](=[C:11]3[N:12]=[C:13]4[N:21]=[C:20]([C:19]5[CH:18]=[CH:17][CH:16]=[CH:15][C:14]=54)[N:22]=[C:23]4[NH:31][C:30]([C:29]5[CH:28]=[CH:27][CH:26]=[CH:25][C:24]=54)=[N:32][C:33]4=[N:34][C:7]([C:5]5[CH:6]=[CH:1][CH:2]=[CH:3][C:4]=54)=[N:8][C:9]=2[NH:10]3)[CH:36]=1. (2) Given the reactants [Cl:1][C:2]1[C:3]([CH3:12])=[C:4]([CH:9]=[CH:10][CH:11]=1)[C:5]([O:7][CH3:8])=[O:6].C(Cl)(Cl)(Cl)Cl.[Br:18]N1C(=O)CCC1=O.C(=O)(O)[O-].[Na+], predict the reaction product. The product is: [Br:18][CH2:12][C:3]1[C:2]([Cl:1])=[CH:11][CH:10]=[CH:9][C:4]=1[C:5]([O:7][CH3:8])=[O:6]. (3) Given the reactants [CH3:1][N:2]([CH3:22])[CH:3]1[C:11]2[C:6](=[CH:7][CH:8]=[C:9](C3N(C)N=C4C=3CCCC4)[CH:10]=2)[CH2:5][CH2:4]1.FC(F)(F)S(O[C:29]1[N:33]([CH3:34])[N:32]=[C:31]([CH3:35])[C:30]=1[C:36]1[CH:41]=[CH:40][CH:39]=[CH:38][CH:37]=1)(=O)=O.CN(C)C1C2C(=CC=C(B3OC(C)(C)C(C)(C)O3)C=2)CC1.C([O-])([O-])=O.[Na+].[Na+], predict the reaction product. The product is: [CH3:34][N:33]1[C:29]([C:9]2[CH:10]=[C:11]3[C:6]([CH2:5][CH2:4][CH:3]3[N:2]([CH3:22])[CH3:1])=[CH:7][CH:8]=2)=[C:30]([C:36]2[CH:41]=[CH:40][CH:39]=[CH:38][CH:37]=2)[C:31]([CH3:35])=[N:32]1.